From a dataset of Reaction yield outcomes from USPTO patents with 853,638 reactions. Predict the reaction yield, written as a fraction of the theoretical maximum amount of product (1.0 means a 100% yield; for example, 0.34 means a 34% yield). (1) The reactants are [Br:1][C:2]1[C:7](=[O:8])[N:6]([C:9]2[CH:10]=[C:11]([CH:15]=[CH:16][C:17]=2[CH3:18])[C:12](O)=[O:13])[C:5]([CH3:19])=[N:4][C:3]=1[O:20][CH2:21][C:22]1[CH:27]=[CH:26][C:25]([F:28])=[CH:24][C:23]=1[F:29].[C:30](N1C=CN=C1)(N1C=CN=C1)=O.Cl.[CH3:43][N:44](C)[OH:45].C(N(CC)CC)C. The catalyst is O1CCCC1. The product is [Br:1][C:2]1[C:7](=[O:8])[N:6]([C:9]2[CH:10]=[C:11]([CH:15]=[CH:16][C:17]=2[CH3:18])[C:12]([N:44]([O:45][CH3:30])[CH3:43])=[O:13])[C:5]([CH3:19])=[N:4][C:3]=1[O:20][CH2:21][C:22]1[CH:27]=[CH:26][C:25]([F:28])=[CH:24][C:23]=1[F:29]. The yield is 0.260. (2) The reactants are [NH2:1][C:2]1[CH:3]=[C:4]([NH:16][C:17](=[O:19])[CH3:18])[CH:5]=[CH:6][C:7]=1[NH:8][CH2:9][CH:10]1[CH2:15][CH2:14][CH2:13][CH2:12][CH2:11]1.[CH3:20][C:21]([CH3:26])([CH3:25])[C:22](Cl)=O. The catalyst is CN(C1C=CN=CC=1)C.ClCCl.CCOC(C)=O. The product is [CH:10]1([CH2:9][N:8]2[C:7]3[CH:6]=[CH:5][C:4]([NH:16][C:17](=[O:19])[CH3:18])=[CH:3][C:2]=3[N:1]=[C:20]2[C:21]([CH3:26])([CH3:25])[CH3:22])[CH2:15][CH2:14][CH2:13][CH2:12][CH2:11]1. The yield is 0.720. (3) The reactants are [CH2:1]([O:8][C:9]1[C:17]([F:18])=[CH:16][CH:15]=[C:14]2[C:10]=1[CH:11]=[C:12]([C:19]([O:21]C)=[O:20])[NH:13]2)[C:2]1[CH:7]=[CH:6][CH:5]=[CH:4][CH:3]=1.[OH-].[Na+].Cl. No catalyst specified. The product is [CH2:1]([O:8][C:9]1[C:17]([F:18])=[CH:16][CH:15]=[C:14]2[C:10]=1[CH:11]=[C:12]([C:19]([OH:21])=[O:20])[NH:13]2)[C:2]1[CH:7]=[CH:6][CH:5]=[CH:4][CH:3]=1. The yield is 0.990. (4) The reactants are [CH3:1][C:2]1[O:6][N:5]=[C:4]([C:7]2[CH:12]=[CH:11][CH:10]=[CH:9][CH:8]=2)[C:3]=1[CH2:13][O:14][C:15]1[CH:23]=[CH:22][C:18]([C:19]([OH:21])=O)=[CH:17][N:16]=1.[NH2:24][CH2:25][CH:26]([OH:31])[C:27]([F:30])([F:29])[F:28]. The yield is 0.460. The product is [CH3:1][C:2]1[O:6][N:5]=[C:4]([C:7]2[CH:8]=[CH:9][CH:10]=[CH:11][CH:12]=2)[C:3]=1[CH2:13][O:14][C:15]1[CH:23]=[CH:22][C:18]([C:19]([NH:24][CH2:25][CH:26]([OH:31])[C:27]([F:30])([F:29])[F:28])=[O:21])=[CH:17][N:16]=1. No catalyst specified. (5) The reactants are [C:1]([NH:11][C@H:12]([C:20]([OH:22])=O)[CH2:13][C:14]1[CH:19]=[CH:18][CH:17]=[CH:16][CH:15]=1)([O:3][CH2:4][C:5]1[CH:10]=[CH:9][CH:8]=[CH:7][CH:6]=1)=[O:2].OC1C2N=NNC=2C=CC=1.Cl.CN(C)CCCN=C=NCC.[NH2:45][CH2:46][CH2:47][CH:48]([O:52][CH2:53][CH3:54])[O:49][CH2:50][CH3:51].C(N(CC)C(C)C)(C)C. The catalyst is O1CCCC1. The product is [CH2:13]([C@H:12]([NH:11][C:1](=[O:2])[O:3][CH2:4][C:5]1[CH:6]=[CH:7][CH:8]=[CH:9][CH:10]=1)[C:20]([NH:45][CH2:46][CH2:47][CH:48]([O:52][CH2:53][CH3:54])[O:49][CH2:50][CH3:51])=[O:22])[C:14]1[CH:15]=[CH:16][CH:17]=[CH:18][CH:19]=1. The yield is 0.920.